Dataset: Retrosynthesis with 50K atom-mapped reactions and 10 reaction types from USPTO. Task: Predict the reactants needed to synthesize the given product. (1) The reactants are: Nc1ccc(Br)cc1[N+](=O)[O-].OB(O)c1ccncc1. Given the product Nc1ccc(-c2ccncc2)cc1[N+](=O)[O-], predict the reactants needed to synthesize it. (2) Given the product C[C@@H]1OC(c2c(F)cccc2F)=N[C@@H]1c1ccc(-c2ccc(OC(F)(F)F)cc2)cc1, predict the reactants needed to synthesize it. The reactants are: C[C@@H]1OC(c2c(F)cccc2F)=N[C@@H]1c1ccc(Br)cc1.OB(O)c1ccc(OC(F)(F)F)cc1. (3) The reactants are: CC(C)(C)OC(=O)N[C@H]1CC[C@H](C(=O)O)CC1.NC1CC1. Given the product CC(C)(C)OC(=O)N[C@H]1CC[C@H](C(=O)NC2CC2)CC1, predict the reactants needed to synthesize it. (4) Given the product Cc1cc(OCCCC2CCN(c3nc(C(C)C)no3)CC2)cnc1C(=O)N[C@H](C)CO, predict the reactants needed to synthesize it. The reactants are: C[C@@H](N)CO.Cc1cc(OCCCC2CCN(c3nc(C(C)C)no3)CC2)cnc1C(=O)O.